Dataset: Plasma protein binding rate (PPBR) regression data from AstraZeneca. Task: Regression/Classification. Given a drug SMILES string, predict its absorption, distribution, metabolism, or excretion properties. Task type varies by dataset: regression for continuous measurements (e.g., permeability, clearance, half-life) or binary classification for categorical outcomes (e.g., BBB penetration, CYP inhibition). For this dataset (ppbr_az), we predict Y. (1) The molecule is COCCCCC(=NOCCN)c1ccc(C(F)(F)F)cc1. The Y is 73.4 %. (2) The compound is CC(C)COc1ccc(-c2cc(O)nc(N)n2)cc1C#N. The Y is 95.9 %. (3) The drug is CC(C)Oc1cc2ncc(C(N)=O)c(Nc3cccc(Cl)c3Cl)c2cc1N1CCN(C)CC1. The Y is 98.6 %. (4) The compound is COc1ccc(S(=O)(=O)NC(=O)N2CCC(N3CCC(Oc4ccc(Cl)c(Cl)c4)CC3)CC2)cc1. The Y is 98.7 %. (5) The drug is CN[C@@H](C)C(=O)N[C@H](C(=O)N1CC[C@H]2CCN(CCc3ccccc3)C[C@H]21)C1CCCCC1. The Y is 94.3 %. (6) The Y is 74.2 %. The compound is CN[C@@H](C)C(=O)N[C@H](C(=O)N[C@H]1CCCN(CCc2ccccc2OC)C1)C(C)(C)C. (7) The molecule is COc1ncc(-c2ccccc2C(F)(F)CNC(=O)c2ccc(COCC(F)(F)F)nc2)cn1. The Y is 99.0 %.